Dataset: Reaction yield outcomes from USPTO patents with 853,638 reactions. Task: Predict the reaction yield, written as a fraction of the theoretical maximum amount of product (1.0 means a 100% yield; for example, 0.34 means a 34% yield). (1) The reactants are [CH3:1][O:2][C:3]1[CH:4]=[C:5]([C:13]2[CH:14]=[C:15]3[CH2:21][C:20](=O)[N:19]([CH2:23][O:24]CC[Si](C)(C)C)[C:16]3=[N:17][CH:18]=2)[CH:6]=[C:7]([O:11][CH3:12])[C:8]=1[O:9][CH3:10].C(N(CC)CC)C.[N:38]1[CH:43]=[CH:42][CH:41]=[C:40](C=O)[CH:39]=1.Cl. The catalyst is C1(C)C=CC=CC=1.CO. The product is [N:38]1[CH:43]=[CH:42][CH:41]=[C:40]([CH:20]=[C:21]2[C:15]3[C:16](=[N:17][CH:18]=[C:13]([C:5]4[CH:6]=[C:7]([O:11][CH3:12])[C:8]([O:9][CH3:10])=[C:3]([O:2][CH3:1])[CH:4]=4)[CH:14]=3)[NH:19][C:23]2=[O:24])[CH:39]=1. The yield is 0.720. (2) The reactants are [F:1][C:2]([F:15])([F:14])[S:3](O[S:3]([C:2]([F:15])([F:14])[F:1])(=[O:5])=[O:4])(=[O:5])=[O:4].[CH3:16][O:17][C:18]1[CH:23]=[CH:22][CH:21]=[C:20]([NH2:24])[CH:19]=1.C(N(CC)CC)C.[OH-].[Na+]. The catalyst is C(Cl)Cl.CO. The product is [F:1][C:2]([F:15])([F:14])[S:3]([NH:24][C:20]1[CH:21]=[CH:22][CH:23]=[C:18]([O:17][CH3:16])[CH:19]=1)(=[O:5])=[O:4]. The yield is 0.770.